Task: Predict the reactants needed to synthesize the given product.. Dataset: Full USPTO retrosynthesis dataset with 1.9M reactions from patents (1976-2016) Given the product [CH:1]([C:4]1[C:8]([CH2:9][CH2:10][CH2:11][CH2:12][O:13][C:25]2[CH:26]=[C:27]([CH:36]=[CH:37][CH:38]=2)[O:28][C:29]([CH3:35])([CH3:34])[C:30]([OH:32])=[O:31])=[CH:7][N:6]([C:14]2[CH:19]=[CH:18][C:17]([C:20]([F:22])([F:21])[F:23])=[CH:16][N:15]=2)[N:5]=1)([CH3:3])[CH3:2], predict the reactants needed to synthesize it. The reactants are: [CH:1]([C:4]1[C:8]([CH2:9][CH2:10][CH2:11][CH2:12][OH:13])=[CH:7][N:6]([C:14]2[CH:19]=[CH:18][C:17]([C:20]([F:23])([F:22])[F:21])=[CH:16][N:15]=2)[N:5]=1)([CH3:3])[CH3:2].O[C:25]1[CH:26]=[C:27]([CH:36]=[CH:37][CH:38]=1)[O:28][C:29]([CH3:35])([CH3:34])[C:30]([O:32]C)=[O:31].C(P(CCCC)CCCC)CCC.N(C(N1CCCCC1)=O)=NC(N1CCCCC1)=O.